Dataset: Catalyst prediction with 721,799 reactions and 888 catalyst types from USPTO. Task: Predict which catalyst facilitates the given reaction. (1) Reactant: Cl[C:2](Cl)([O:4]C(=O)OC(Cl)(Cl)Cl)Cl.[CH2:13]([N:20]1[CH2:25][CH2:24][CH:23]([N:26]2[C:30]3[N:31]=[C:32]([C:41]4[CH:46]=[CH:45][C:44]([NH2:47])=[CH:43][CH:42]=4)[N:33]=[C:34]([N:35]4[CH2:40][CH2:39][O:38][CH2:37][CH2:36]4)[C:29]=3[N:28]=[N:27]2)[CH2:22][CH2:21]1)[C:14]1[CH:19]=[CH:18][CH:17]=[CH:16][CH:15]=1.[Cl:48][C:49]1[CH:50]=[C:51]([CH:53]=[CH:54][CH:55]=1)[NH2:52].CCN(CC)CC. Product: [CH2:13]([N:20]1[CH2:21][CH2:22][CH:23]([N:26]2[C:30]3[N:31]=[C:32]([C:41]4[CH:46]=[CH:45][C:44]([NH:47][C:2]([NH:52][C:51]5[CH:53]=[CH:54][CH:55]=[C:49]([Cl:48])[CH:50]=5)=[O:4])=[CH:43][CH:42]=4)[N:33]=[C:34]([N:35]4[CH2:40][CH2:39][O:38][CH2:37][CH2:36]4)[C:29]=3[N:28]=[N:27]2)[CH2:24][CH2:25]1)[C:14]1[CH:19]=[CH:18][CH:17]=[CH:16][CH:15]=1. The catalyst class is: 22. (2) Reactant: [C:1](Cl)(=[O:5])[CH:2]([CH3:4])[CH3:3].Cl.[NH2:8][CH2:9][C:10]1[CH:11]=[CH:12][C:13]([CH:20]([F:22])[F:21])=[C:14]([CH:19]=1)[C:15]([O:17]C)=[O:16].C(N(CC)CC)C.[OH-].[Na+]. Product: [F:21][CH:20]([F:22])[C:13]1[CH:12]=[CH:11][C:10]([CH2:9][NH:8][C:1](=[O:5])[CH:2]([CH3:4])[CH3:3])=[CH:19][C:14]=1[C:15]([OH:17])=[O:16]. The catalyst class is: 2. (3) Reactant: [Cl:1][C:2]1[CH:3]=[C:4]([C:8]2[N:9]=[C:10]([N:16]3[C:20]4[CH:21]=[C:22]([CH2:25][CH2:26][CH2:27][CH2:28][N:29]5[CH2:34][CH2:33][O:32][CH2:31][CH2:30]5)[CH:23]=[CH:24][C:19]=4[N:18]=[CH:17]3)[S:11][C:12]=2[C:13](O)=[O:14])[CH:5]=[CH:6][CH:7]=1.C[N:36](C(N(C)C)=[N+]1C2C(=NC=CC=2)N=N1)C.F[P-](F)(F)(F)(F)F.[Cl-].[NH4+].C(N(C(C)C)C(C)C)C. Product: [Cl:1][C:2]1[CH:3]=[C:4]([C:8]2[N:9]=[C:10]([N:16]3[C:20]4[CH:21]=[C:22]([CH2:25][CH2:26][CH2:27][CH2:28][N:29]5[CH2:30][CH2:31][O:32][CH2:33][CH2:34]5)[CH:23]=[CH:24][C:19]=4[N:18]=[CH:17]3)[S:11][C:12]=2[C:13]([NH2:36])=[O:14])[CH:5]=[CH:6][CH:7]=1. The catalyst class is: 9. (4) Reactant: Br[C:2]1[C:3](=[O:32])[N:4]([CH2:24][CH2:25][C:26]2[CH:31]=[CH:30][CH:29]=[CH:28][CH:27]=2)[C:5]([C:9]2[CH:14]=[CH:13][CH:12]=[C:11]([F:15])[C:10]=2[O:16][CH2:17][C:18]2[CH:23]=[CH:22][CH:21]=[CH:20][CH:19]=2)=[N:6][C:7]=1[CH3:8].C([N:40]1[CH:44]=[CH:43][CH:42]=[C:41]1B(O)O)(OC(C)(C)C)=O.C(O)C.C(=O)([O-])[O-].[Na+].[Na+]. Product: [F:15][C:11]1[C:10]([O:16][CH2:17][C:18]2[CH:23]=[CH:22][CH:21]=[CH:20][CH:19]=2)=[C:9]([C:5]2[N:4]([CH2:24][CH2:25][C:26]3[CH:31]=[CH:30][CH:29]=[CH:28][CH:27]=3)[C:3](=[O:32])[C:2]([C:41]3[NH:40][CH:44]=[CH:43][CH:42]=3)=[C:7]([CH3:8])[N:6]=2)[CH:14]=[CH:13][CH:12]=1. The catalyst class is: 77. (5) Reactant: [NH2:1][C:2]1[N:7]=[CH:6][C:5]([NH:8][C:9](=[O:27])[C:10]2[CH:11]=[C:12]([CH:23]=[CH:24][C:25]=2[CH3:26])[C:13]([NH:15][CH2:16][CH2:17][CH:18]2[CH2:22][CH2:21][CH2:20][CH2:19]2)=[O:14])=[CH:4][CH:3]=1.C(N(CC)CC)C.[C:35](Cl)(=[O:40])[CH2:36][CH:37]([CH3:39])[CH3:38]. Product: [CH:18]1([CH2:17][CH2:16][NH:15][C:13](=[O:14])[C:12]2[CH:23]=[CH:24][C:25]([CH3:26])=[C:10]([C:9]([NH:8][C:5]3[CH:6]=[N:7][C:2]([NH:1][C:35](=[O:40])[CH2:36][CH:37]([CH3:39])[CH3:38])=[CH:3][CH:4]=3)=[O:27])[CH:11]=2)[CH2:22][CH2:21][CH2:20][CH2:19]1. The catalyst class is: 6. (6) Reactant: [Cl:1][C:2]1[CH:9]=[CH:8][C:5]([C:6]#N)=[C:4]([CH3:10])[CH:3]=1.CC(C[AlH]CC(C)C)C.CC[O:22]CC. Product: [Cl:1][C:2]1[CH:9]=[CH:8][C:5]([CH:6]=[O:22])=[C:4]([CH3:10])[CH:3]=1. The catalyst class is: 1. (7) Reactant: [CH3:1][N:2]1[CH2:7][CH2:6][NH:5][CH2:4][CH2:3]1.F[C:9]1[CH:14]=[CH:13][C:12]([N+:15]([O-:17])=[O:16])=[CH:11][CH:10]=1.C(=O)([O-])[O-].[K+].[K+]. Product: [CH3:1][N:2]1[CH2:7][CH2:6][N:5]([C:9]2[CH:14]=[CH:13][C:12]([N+:15]([O-:17])=[O:16])=[CH:11][CH:10]=2)[CH2:4][CH2:3]1. The catalyst class is: 85. (8) Reactant: CS(O[CH2:6][CH:7]1[CH2:12][CH2:11][N:10]([C:13]([O:15][C:16]([CH3:19])([CH3:18])[CH3:17])=[O:14])[CH2:9][CH2:8]1)(=O)=O.[I-].[K+].[N:22]1[C:26]2[CH:27]=[CH:28][CH:29]=[CH:30][C:25]=2[NH:24][CH:23]=1.[H-].[Na+]. Product: [N:22]1([CH2:6][CH:7]2[CH2:12][CH2:11][N:10]([C:13]([O:15][C:16]([CH3:19])([CH3:18])[CH3:17])=[O:14])[CH2:9][CH2:8]2)[C:26]2[CH:27]=[CH:28][CH:29]=[CH:30][C:25]=2[N:24]=[CH:23]1. The catalyst class is: 35.